From a dataset of Reaction yield outcomes from USPTO patents with 853,638 reactions. Predict the reaction yield, written as a fraction of the theoretical maximum amount of product (1.0 means a 100% yield; for example, 0.34 means a 34% yield). (1) The reactants are [Cl-].O[NH3+:3].[C:4](=[O:7])([O-])[OH:5].[Na+].CS(C)=O.[OH:13][C:14]([CH3:51])([CH3:50])[CH2:15][O:16][C@H:17]1[CH2:22][CH2:21][C@H:20]([N:23]2[C:28](=[O:29])[C:27]([CH2:30][C:31]3[S:35][C:34]([C:36]4[CH:43]=[CH:42][CH:41]=[CH:40][C:37]=4[C:38]#[N:39])=[CH:33][CH:32]=3)=[C:26]([CH2:44][CH2:45][CH3:46])[N:25]3[N:47]=[CH:48][N:49]=[C:24]23)[CH2:19][CH2:18]1. The catalyst is C(OCC)(=O)C. The product is [OH:13][C:14]([CH3:50])([CH3:51])[CH2:15][O:16][C@H:17]1[CH2:18][CH2:19][C@H:20]([N:23]2[C:28](=[O:29])[C:27]([CH2:30][C:31]3[S:35][C:34]([C:36]4[CH:43]=[CH:42][CH:41]=[CH:40][C:37]=4[C:38]4[NH:3][C:4](=[O:7])[O:5][N:39]=4)=[CH:33][CH:32]=3)=[C:26]([CH2:44][CH2:45][CH3:46])[N:25]3[N:47]=[CH:48][N:49]=[C:24]23)[CH2:21][CH2:22]1. The yield is 0.380. (2) The reactants are [NH2:1][C:2]1[CH:7]=[CH:6][C:5]([C:8]2[C:16]3[C:15]([NH2:17])=[N:14][CH:13]=[N:12][C:11]=3[S:10][C:9]=2[CH3:18])=[CH:4][CH:3]=1.[C:19]1([N:25]=[C:26]=[O:27])[CH:24]=[CH:23][CH:22]=[CH:21][CH:20]=1. The catalyst is ClCCl. The product is [NH2:17][C:15]1[C:16]2[C:8]([C:5]3[CH:4]=[CH:3][C:2]([NH:1][C:26]([NH:25][C:19]4[CH:24]=[CH:23][CH:22]=[CH:21][CH:20]=4)=[O:27])=[CH:7][CH:6]=3)=[C:9]([CH3:18])[S:10][C:11]=2[N:12]=[CH:13][N:14]=1. The yield is 0.870. (3) The reactants are [NH2:1][C:2]1[CH:7]=[CH:6][C:5]([CH:8]([CH2:17][CH:18]2[CH2:22][CH2:21][CH2:20][CH2:19]2)[C:9]([NH:11][C:12]2[S:13][CH:14]=[CH:15][N:16]=2)=[O:10])=[CH:4][CH:3]=1.C(N(CC)C(C)C)(C)C.[C:32]([O:35][CH2:36][C:37](Cl)=[O:38])(=[O:34])[CH3:33]. The catalyst is O1CCCC1. The product is [CH:18]1([CH2:17][CH:8]([C:5]2[CH:4]=[CH:3][C:2]([NH:1][C:37]([CH2:36][O:35][C:32](=[O:34])[CH3:33])=[O:38])=[CH:7][CH:6]=2)[C:9](=[O:10])[NH:11][C:12]2[S:13][CH:14]=[CH:15][N:16]=2)[CH2:22][CH2:21][CH2:20][CH2:19]1. The yield is 0.227. (4) No catalyst specified. The yield is 0.610. The product is [ClH:36].[CH3:1][O:2][C:3]1[CH:4]=[C:5]2[C:9](=[CH:10][C:11]=1[O:12][CH3:13])[CH2:8][N:7]([C:14]1[C:15]([CH3:34])=[C:16]([CH3:33])[C:17]3[O:21][C:20]([CH3:23])([CH3:22])[CH:19]([C:24]4[CH:25]=[CH:26][C:27]([CH2:30][CH3:35])=[CH:28][CH:29]=4)[C:18]=3[C:31]=1[CH3:32])[CH2:6]2. The reactants are [CH3:1][O:2][C:3]1[CH:4]=[C:5]2[C:9](=[CH:10][C:11]=1[O:12][CH3:13])[CH2:8][N:7]([C:14]1[C:15]([CH3:34])=[C:16]([CH3:33])[C:17]3[O:21][C:20]([CH3:23])([CH3:22])[CH:19]([C:24]4[CH:29]=[CH:28][C:27]([CH3:30])=[CH:26][CH:25]=4)[C:18]=3[C:31]=1[CH3:32])[CH2:6]2.[CH:35](Cl)(Cl)[Cl:36].